Dataset: Forward reaction prediction with 1.9M reactions from USPTO patents (1976-2016). Task: Predict the product of the given reaction. (1) Given the reactants [CH3:1][C:2]([C:4]1[CH:9]=[C:8]([O:10][CH2:11][C:12]([F:15])([F:14])[F:13])[CH:7]=[CH:6][C:5]=1[O:16][CH2:17][C:18]([F:21])([F:20])[F:19])=[O:3].[C:22]1([CH3:30])[CH:27]=[CH:26][CH:25]=[C:24]([CH:28]=O)[CH:23]=1, predict the reaction product. The product is: [F:21][C:18]([F:19])([F:20])[CH2:17][O:16][C:5]1[CH:6]=[CH:7][C:8]([O:10][CH2:11][C:12]([F:13])([F:14])[F:15])=[CH:9][C:4]=1[C:2](=[O:3])[CH:1]=[CH:30][C:22]1[CH:27]=[CH:26][CH:25]=[C:24]([CH3:28])[CH:23]=1. (2) Given the reactants [NH2:1][C@H:2]([C:8]([O-:10])=[O:9])[CH2:3]CC([O-])=O.C1N=C(N)C2N=C[N:17]([C@@H:20]3[O:24][C@@H]4COP(O)(O[C@H]4[C@H]3O)=O)C=2N=1.CC1O[NH:38]C(=O)C=1CC(N)C(O)=O.CN[C@@H]([C:53]([OH:55])=[O:54])CC(O)=O.[NH2:56][C@H:57]([C:63]([O-:65])=[O:64])[CH2:58][CH2:59][C:60]([O-:62])=[O:61].[Ca], predict the reaction product. The product is: [CH2:3]([N:17]1[O:55][C:53](=[O:54])[NH:38][C:20]1=[O:24])[C@H:2]([NH2:1])[C:8]([OH:10])=[O:9].[NH2:56][C@H:57]([C:63]([O-:65])=[O:64])[CH2:58][CH2:59][C:60]([O-:62])=[O:61]. (3) Given the reactants [H-].[Na+].[C:3]([O:11][CH2:12][CH3:13])(=[O:10])[CH2:4][C:5]([O:7][CH2:8][CH3:9])=[O:6].[H][H].I[CH2:17][CH2:18][CH2:19][C:20]1[CH:29]=[CH:28][C:27]([O:30][CH3:31])=[C:26]2[C:21]=1[CH:22]=[CH:23][C:24](=[O:33])[N:25]2[CH3:32].Cl, predict the reaction product. The product is: [CH3:31][O:30][C:27]1[CH:28]=[CH:29][C:20]([CH2:19][CH2:18][CH2:17][CH:4]([C:5]([O:7][CH2:8][CH3:9])=[O:6])[C:3]([O:11][CH2:12][CH3:13])=[O:10])=[C:21]2[C:26]=1[N:25]([CH3:32])[C:24](=[O:33])[CH:23]=[CH:22]2. (4) The product is: [NH2:21][C:8]1[N:7]=[C:6]([O:5][CH2:1][CH2:2][CH2:3][CH3:4])[N:14]=[C:13]2[C:9]=1[N:10]=[C:11]([O:19][CH3:20])[N:12]2[CH2:15][CH2:16][CH2:17][O:18][C:23]1[CH:30]=[CH:29][C:26]([CH:27]=[O:28])=[CH:25][CH:24]=1. Given the reactants [CH2:1]([O:5][C:6]1[N:14]=[C:13]2[C:9]([N:10]=[C:11]([O:19][CH3:20])[N:12]2[CH2:15][CH2:16][CH2:17][OH:18])=[C:8]([NH2:21])[N:7]=1)[CH2:2][CH2:3][CH3:4].O[C:23]1[CH:30]=[CH:29][C:26]([CH:27]=[O:28])=[CH:25][CH:24]=1.C1(P(C2C=CC=CC=2)C2C=CC=CC=2)C=CC=CC=1.N(C(OCC)=O)=NC(OCC)=O, predict the reaction product. (5) The product is: [CH:1]1([CH2:6][CH:7]([C:14]2[CH:19]=[CH:18][C:17]([S:20][CH3:21])=[CH:16][N:15]=2)[C:8](=[O:9])[CH:22]=[CH2:23])[CH2:5][CH2:4][CH2:3][CH2:2]1. Given the reactants [CH:1]1([CH2:6][CH:7]([C:14]2[CH:19]=[CH:18][C:17]([S:20][CH3:21])=[CH:16][N:15]=2)[C:8](N(OC)C)=[O:9])[CH2:5][CH2:4][CH2:3][CH2:2]1.[CH:22]([Mg]Br)=[CH2:23].Cl, predict the reaction product.